Dataset: Reaction yield outcomes from USPTO patents with 853,638 reactions. Task: Predict the reaction yield, written as a fraction of the theoretical maximum amount of product (1.0 means a 100% yield; for example, 0.34 means a 34% yield). (1) The reactants are [ClH:1].[CH3:2][N:3]([CH3:27])[C:4]1([C:21]2[CH:26]=[CH:25][CH:24]=[CH:23][CH:22]=2)[CH2:9][CH2:8][N:7]([CH2:10][CH2:11][N:12](C)[C:13](=O)OC(C)(C)C)[CH2:6][CH2:5]1.CO.C(Cl)(Cl)[Cl:31]. The catalyst is CCl. The product is [ClH:31].[ClH:1].[ClH:31].[CH3:27][N:3]([CH3:2])[C:4]1([C:21]2[CH:22]=[CH:23][CH:24]=[CH:25][CH:26]=2)[CH2:9][CH2:8][N:7]([CH2:10][CH2:11][NH:12][CH3:13])[CH2:6][CH2:5]1. The yield is 0.960. (2) The reactants are Br[C:2]1[CH:3]=[C:4]2[C:8](=[CH:9][C:10]=1[Cl:11])[NH:7][CH:6]=[C:5]2[C:12]([O:14][CH3:15])=[O:13].CC1(C)COB([C:23]2[CH:32]=[CH:31][C:26]([O:27][CH2:28][CH2:29][OH:30])=[CH:25][CH:24]=2)OC1.C(=O)([O-])[O-].[K+].[K+].C(O)C. The catalyst is C1C=CC(P(C2C=CC=CC=2)[C-]2C=CC=C2)=CC=1.C1C=CC(P(C2C=CC=CC=2)[C-]2C=CC=C2)=CC=1.Cl[Pd]Cl.[Fe+2].C(OCC)(=O)C.C1(C)C=CC=CC=1. The product is [Cl:11][C:10]1[CH:9]=[C:8]2[C:4]([C:5]([C:12]([O:14][CH3:15])=[O:13])=[CH:6][NH:7]2)=[CH:3][C:2]=1[C:23]1[CH:32]=[CH:31][C:26]([O:27][CH2:28][CH2:29][OH:30])=[CH:25][CH:24]=1. The yield is 0.980. (3) The reactants are B(Br)(Br)Br.C[O:6][C:7]1[CH:8]=[CH:9][C:10]2[N:11]([C:24](=[O:26])[CH3:25])[C:12]3[C:17]([S:18][C:19]=2[CH:20]=1)=[CH:16][C:15]([N+:21]([O-:23])=[O:22])=[CH:14][CH:13]=3. The catalyst is ClCCl. The product is [OH:6][C:7]1[CH:8]=[CH:9][C:10]2[N:11]([C:24](=[O:26])[CH3:25])[C:12]3[C:17]([S:18][C:19]=2[CH:20]=1)=[CH:16][C:15]([N+:21]([O-:23])=[O:22])=[CH:14][CH:13]=3. The yield is 0.810. (4) The reactants are [CH3:1][C:2]1[CH:7]=[CH:6][C:5]([S:8]([O:11][CH2:12][CH:13]2[CH2:17][C:16]3[CH:18]=[CH:19][CH:20]=[C:21]([NH2:22])[C:15]=3[O:14]2)(=[O:10])=[O:9])=[CH:4][CH:3]=1.Br[C:24]1[CH:29]=[CH:28][C:27]([Cl:30])=[CH:26][CH:25]=1.CC1C=CC(S(OCC2CC3C(C4C=CC=CC=4)=CC=CC=3O2)(=O)=O)=CC=1. No catalyst specified. The product is [CH3:1][C:2]1[CH:3]=[CH:4][C:5]([S:8]([O:11][CH2:12][CH:13]2[CH2:17][C:16]3[CH:18]=[CH:19][CH:20]=[C:21]([NH:22][C:24]4[CH:29]=[CH:28][C:27]([Cl:30])=[CH:26][CH:25]=4)[C:15]=3[O:14]2)(=[O:10])=[O:9])=[CH:6][CH:7]=1. The yield is 0.570. (5) The reactants are [CH3:1][N:2]1[C:10]([CH2:11][N:12]2[CH2:17][CH2:16][CH:15]([C:18]([OH:21])([CH3:20])[CH3:19])[CH2:14][CH2:13]2)=[N:9][C:8]2[C:3]1=[N:4][C:5]([Sn](CCCC)(CCCC)CCCC)=[N:6][C:7]=2[N:22]1[CH2:27][CH2:26][O:25][CH2:24][CH2:23]1.Br[C:42]1[N:47]2[CH:48]=[CH:49][N:50]=[C:46]2[CH:45]=[CH:44][CH:43]=1. The catalyst is O1CCOCC1.S1C=CC=C1C([O-])=O.[Cu+].C1C=CC([P]([Pd]([P](C2C=CC=CC=2)(C2C=CC=CC=2)C2C=CC=CC=2)([P](C2C=CC=CC=2)(C2C=CC=CC=2)C2C=CC=CC=2)[P](C2C=CC=CC=2)(C2C=CC=CC=2)C2C=CC=CC=2)(C2C=CC=CC=2)C2C=CC=CC=2)=CC=1. The product is [N:50]1[CH:49]=[CH:48][N:47]2[C:42]([C:5]3[N:4]=[C:3]4[C:8]([N:9]=[C:10]([CH2:11][N:12]5[CH2:13][CH2:14][CH:15]([C:18]([OH:21])([CH3:19])[CH3:20])[CH2:16][CH2:17]5)[N:2]4[CH3:1])=[C:7]([N:22]4[CH2:27][CH2:26][O:25][CH2:24][CH2:23]4)[N:6]=3)=[CH:43][CH:44]=[CH:45][C:46]=12. The yield is 0.580. (6) The reactants are [Cl:1][C:2]1[CH:3]=[C:4]([C:12]2[N:16]=[C:15]([C:17]3[CH:25]=[CH:24][CH:23]=[C:22]4[C:18]=3[CH:19]=[CH:20][NH:21]4)[O:14][N:13]=2)[CH:5]=[CH:6][C:7]=1[O:8][CH:9]([CH3:11])[CH3:10].[H-].[Na+].Br[CH2:29][CH2:30][CH2:31][C:32]([O:34][C:35]([CH3:38])([CH3:37])[CH3:36])=[O:33]. The catalyst is CN(C=O)C. The product is [Cl:1][C:2]1[CH:3]=[C:4]([C:12]2[N:16]=[C:15]([C:17]3[CH:25]=[CH:24][CH:23]=[C:22]4[C:18]=3[CH:19]=[CH:20][N:21]4[CH2:29][CH2:30][CH2:31][C:32]([O:34][C:35]([CH3:38])([CH3:37])[CH3:36])=[O:33])[O:14][N:13]=2)[CH:5]=[CH:6][C:7]=1[O:8][CH:9]([CH3:11])[CH3:10]. The yield is 0.930. (7) The reactants are II.[C:3]([OH:6])(=[O:5])[CH3:4].C(O)(=O)C.[OH:11][C@H:12]1[CH2:29][CH2:28][C@:27]2([CH3:30])[C@H:14]([C:15](=[O:33])[CH2:16][C@H:17]3[C@H:26]2[CH2:25][CH2:24][C@:22]2([CH3:23])[C@@H:18]3[CH2:19][C:20](=[O:32])[C@H:21]2O)[CH2:13]1.C([O-])([O-])=O.[Na+].[Na+]. The catalyst is C1COCC1.C1COCC1.CO. The product is [C:3]([OH:6])(=[O:5])[CH3:4].[OH:11][C@H:12]1[CH2:29][CH2:28][C@:27]2([CH3:30])[C@H:14]([C:15](=[O:33])[CH2:16][C@H:17]3[C@H:26]2[CH2:25][CH2:24][C@:22]2([CH3:23])[C@@H:18]3[CH2:19][C:20](=[O:32])[CH2:21]2)[CH2:13]1. The yield is 0.810.